The task is: Regression. Given a peptide amino acid sequence and an MHC pseudo amino acid sequence, predict their binding affinity value. This is MHC class II binding data.. This data is from Peptide-MHC class II binding affinity with 134,281 pairs from IEDB. (1) The peptide sequence is KLPKPPKPVSKMRMATPLL. The MHC is DRB1_0802 with pseudo-sequence DRB1_0802. The binding affinity (normalized) is 0.383. (2) The peptide sequence is TNHLSKCQFDHVNTL. The MHC is H-2-IAb with pseudo-sequence H-2-IAb. The binding affinity (normalized) is 0. (3) The peptide sequence is YDKFLANFSTVLTGK. The MHC is DRB1_0404 with pseudo-sequence DRB1_0404. The binding affinity (normalized) is 0.834.